This data is from Catalyst prediction with 721,799 reactions and 888 catalyst types from USPTO. The task is: Predict which catalyst facilitates the given reaction. (1) Reactant: C(OC([N:8]1[CH2:13][CH2:12][CH:11]([NH:14][C:15]2[CH:23]=[CH:22][C:18]([C:19]([OH:21])=[O:20])=[CH:17][N:16]=2)[CH2:10][CH2:9]1)=O)(C)(C)C.[ClH:24]. Product: [ClH:24].[ClH:24].[NH:8]1[CH2:13][CH2:12][CH:11]([NH:14][C:15]2[CH:23]=[CH:22][C:18]([C:19]([OH:21])=[O:20])=[CH:17][N:16]=2)[CH2:10][CH2:9]1. The catalyst class is: 714. (2) Reactant: [H-].[Na+].[CH3:3][CH:4]([SH:7])[CH2:5][CH3:6].Cl[C:9]1[C:14]([CH2:15][CH3:16])=[N:13][C:12]([C:17]2[CH:22]=[CH:21][C:20]([O:23][CH3:24])=[CH:19][C:18]=2[O:25][CH3:26])=[C:11]([CH2:27][CH3:28])[N:10]=1. Product: [CH:4]([S:7][C:9]1[C:14]([CH2:15][CH3:16])=[N:13][C:12]([C:17]2[CH:22]=[CH:21][C:20]([O:23][CH3:24])=[CH:19][C:18]=2[O:25][CH3:26])=[C:11]([CH2:27][CH3:28])[N:10]=1)([CH2:5][CH3:6])[CH3:3]. The catalyst class is: 1. (3) Reactant: [O:1]=[CH:2][C:3]1[CH:11]=[CH:10][C:8]([OH:9])=[C:5]([O:6][CH3:7])[CH:4]=1.[N-](S([C:16]([F:19])([F:18])[F:17])(=O)=O)S([C:16]([F:19])([F:18])[F:17])(=O)=O.C(N(CC)CC)C.C[CH2:35][O:36]CC. Product: [F:17][C:16]([F:19])([F:18])[C:35]([O:9][C:8]1[CH:10]=[CH:11][C:3]([CH:2]=[O:1])=[CH:4][C:5]=1[O:6][CH3:7])=[O:36]. The catalyst class is: 4.